Task: Predict the reactants needed to synthesize the given product.. Dataset: Full USPTO retrosynthesis dataset with 1.9M reactions from patents (1976-2016) (1) Given the product [CH3:29][O:30][C:31]1[CH:32]=[C:33]([N:3]2[C:2](=[O:1])[C:7]([CH2:8][C:9]3[CH:10]=[CH:11][C:12]([C:15]4[C:16]([C:21]#[N:22])=[CH:17][CH:18]=[CH:19][CH:20]=4)=[CH:13][CH:14]=3)=[C:6]([CH2:23][CH2:24][CH3:25])[N:5]3[N:26]=[CH:27][N:28]=[C:4]23)[CH:34]=[CH:35][C:36]=1[O:37][CH3:38], predict the reactants needed to synthesize it. The reactants are: [O:1]=[C:2]1[C:7]([CH2:8][C:9]2[CH:14]=[CH:13][C:12]([C:15]3[C:16]([C:21]#[N:22])=[CH:17][CH:18]=[CH:19][CH:20]=3)=[CH:11][CH:10]=2)=[C:6]([CH2:23][CH2:24][CH3:25])[N:5]2[N:26]=[CH:27][N:28]=[C:4]2[NH:3]1.[CH3:29][O:30][C:31]1[CH:32]=[C:33](B(O)O)[CH:34]=[CH:35][C:36]=1[O:37][CH3:38].C(N(CC)CC)C.N1C=CC=CC=1. (2) Given the product [OH:21][CH:18]([C:7]1[CH:8]=[C:9]2[C:4](=[CH:5][C:6]=1[C:22]([F:24])([F:23])[F:25])[NH:3][C:2](=[O:1])[N:11]([NH:12][S:13]([CH3:16])(=[O:15])=[O:14])[C:10]2=[O:17])[CH2:19][CH3:20], predict the reactants needed to synthesize it. The reactants are: [O:1]=[C:2]1[N:11]([NH:12][S:13]([CH3:16])(=[O:15])=[O:14])[C:10](=[O:17])[C:9]2[C:4](=[CH:5][C:6]([C:22]([F:25])([F:24])[F:23])=[C:7]([C:18](=[O:21])[CH2:19][CH3:20])[CH:8]=2)[NH:3]1.[BH4-].[Na+].Cl. (3) The reactants are: C[O:2][C:3]([C@H:5]1[CH2:10][CH2:9][C@H:8]([O:11][C:12]2[CH:17]=[CH:16][CH:15]=[C:14]([C:18]#[N:19])[CH:13]=2)[CH2:7][CH2:6]1)=O.O.[NH2:21][NH2:22]. Given the product [C:18]([C:14]1[CH:13]=[C:12]([CH:17]=[CH:16][CH:15]=1)[O:11][C@H:8]1[CH2:9][CH2:10][C@H:5]([C:3]([NH:21][NH2:22])=[O:2])[CH2:6][CH2:7]1)#[N:19], predict the reactants needed to synthesize it. (4) Given the product [C:38]([O:42][C:43]([NH:45][CH2:46][CH2:47][N:48]([CH3:49])[C@H:18]1[CH2:19][CH2:20][N:16]([C:6]2[N:7]3[C:8](=[N:9][C:10]4[CH:15]=[CH:14][CH:13]=[CH:12][C:11]=43)[C:3]([C:1]#[N:2])=[C:4]([CH3:35])[C:5]=2[C:29]2[CH:30]=[CH:31][CH:32]=[CH:33][CH:34]=2)[CH2:17]1)=[O:44])([CH3:41])([CH3:40])[CH3:39], predict the reactants needed to synthesize it. The reactants are: [C:1]([C:3]1[C:8]2=[N:9][C:10]3[CH:15]=[CH:14][CH:13]=[CH:12][C:11]=3[N:7]2[C:6]([N:16]2[CH2:20][CH2:19][C@@H:18](CNCC(OCC)=O)[CH2:17]2)=[C:5]([C:29]2[CH:34]=[CH:33][CH:32]=[CH:31][CH:30]=2)[C:4]=1[CH3:35])#[N:2].Cl.Cl.[C:38]([O:42][C:43]([NH:45][CH2:46][CH2:47][N:48](C)[C@H:49]1CCNC1)=[O:44])([CH3:41])([CH3:40])[CH3:39].C(N(CC)CC)C.ClC1N2C(=NC3C=CC=CC=32)C(C#N)=C(C)C=1C1C=CC=CC=1. (5) Given the product [F:1][C:2]1[C:3]([CH3:24])=[C:4]([C@:8]2([C:20]([OH:22])=[O:21])[CH2:12][CH2:11][C:10]([C:13]3[C:14]([CH3:19])=[N:15][CH:16]=[CH:17][CH:18]=3)=[CH:9]2)[CH:5]=[CH:6][CH:7]=1, predict the reactants needed to synthesize it. The reactants are: [F:1][C:2]1[C:3]([CH3:24])=[C:4]([C@:8]2([C:20]([O:22]C)=[O:21])[CH2:12][CH2:11][C:10]([C:13]3[C:14]([CH3:19])=[N:15][CH:16]=[CH:17][CH:18]=3)=[CH:9]2)[CH:5]=[CH:6][CH:7]=1.[OH-].[Na+]. (6) Given the product [CH3:15][C:16]1[CH:26]=[CH:25][CH:24]=[C:18]2[C:17]=1[C:22](=[O:21])[N:1]([CH2:2][CH:3]([C:9]1([CH3:14])[O:10][CH2:11][CH2:12][O:13]1)[C:4]([O:6][CH2:7][CH3:8])=[O:5])[C:19]2=[O:20], predict the reactants needed to synthesize it. The reactants are: [NH2:1][CH2:2][CH:3]([C:9]1([CH3:14])[O:13][CH2:12][CH2:11][O:10]1)[C:4]([O:6][CH2:7][CH3:8])=[O:5].[CH3:15][C:16]1[CH:26]=[CH:25][CH:24]=[C:18]2[C:19]([O:21][C:22](=O)[C:17]=12)=[O:20].